From a dataset of Experimentally validated miRNA-target interactions with 360,000+ pairs, plus equal number of negative samples. Binary Classification. Given a miRNA mature sequence and a target amino acid sequence, predict their likelihood of interaction. (1) The miRNA is hsa-miR-7108-5p with sequence GUGUGGCCGGCAGGCGGGUGG. The protein sequence of the target gene is MAASVLGSLLRTFRQAVPPSASGQVRGYYVDWRMLRDLKRRKMAYEYADERLRINSLRKNTILPKDLQEMAGDEIAALPRDSCPVRIRNRCVMTSRPRGVKRRWRLSRIVFRHLADHGLLSGVQRAIW. Result: 0 (no interaction). (2) The protein sequence of the target gene is MPEPGPDAAGTASAQPQPPPPPPPAPKESPFSIKNLLNGDHHRPPPKPQPPPRTLFAPASAAAAAAAAAAAAAKGALEGAAGFALSQVGDLAFPRFEIPAQRFALPAHYLERSPAWWYPYTLTPAGGHLPRPEASEKALLRDSSPASGTDRDSPEPLLKADPDHKELDSKSPDEIILEESDSEESKKEGEAAPGAAGASVGAAAATPGAEDWKKGAESPEKKPACRKKKTRTVFSRSQVFQLESTFDMKRYLSSSERAGLAASLHLTETQVKIWFQNRRNKWKRQLAAELEAANLSHAAA.... Result: 1 (interaction). The miRNA is hsa-miR-548ap-3p with sequence AAAAACCACAAUUACUUUU.